This data is from Catalyst prediction with 721,799 reactions and 888 catalyst types from USPTO. The task is: Predict which catalyst facilitates the given reaction. Reactant: Br[C:2]1[CH:7]=[CH:6][C:5]([O:8][CH2:9][C:10]2[CH:15]=[CH:14][CH:13]=[CH:12][CH:11]=2)=[CH:4][C:3]=1[CH3:16].C([O-])(=O)C.[K+].[CH3:22][C:23]1([CH3:39])[C:27]([CH3:29])([CH3:28])[O:26][B:25]([B:25]2[O:26][C:27]([CH3:29])([CH3:28])[C:23]([CH3:39])([CH3:22])[O:24]2)[O:24]1. Product: [CH2:9]([O:8][C:5]1[CH:6]=[CH:7][C:2]([B:25]2[O:26][C:27]([CH3:29])([CH3:28])[C:23]([CH3:39])([CH3:22])[O:24]2)=[C:3]([CH3:16])[CH:4]=1)[C:10]1[CH:15]=[CH:14][CH:13]=[CH:12][CH:11]=1. The catalyst class is: 75.